The task is: Predict the reactants needed to synthesize the given product.. This data is from Full USPTO retrosynthesis dataset with 1.9M reactions from patents (1976-2016). (1) Given the product [NH2:20][C:17]1[CH:18]=[CH:19][C:14]([N:11]2[CH:12]=[CH:13][C:8]([O:7][CH2:6][C:5]3[CH:26]=[CH:27][C:2]([F:1])=[CH:3][CH:4]=3)=[CH:9][C:10]2=[O:25])=[CH:15][C:16]=1[NH:23][CH3:24], predict the reactants needed to synthesize it. The reactants are: [F:1][C:2]1[CH:27]=[CH:26][C:5]([CH2:6][O:7][C:8]2[CH:13]=[CH:12][N:11]([C:14]3[CH:19]=[CH:18][C:17]([N+:20]([O-])=O)=[C:16]([NH:23][CH3:24])[CH:15]=3)[C:10](=[O:25])[CH:9]=2)=[CH:4][CH:3]=1. (2) Given the product [N:1]1([C:13](=[O:31])[CH2:14][CH2:15][CH2:16][CH2:17][CH2:18][CH2:19][CH2:20]/[CH:21]=[CH:22]\[CH2:23][CH2:24][CH2:25][CH2:26][CH2:27][CH2:28][CH2:29][CH3:30])[CH2:5][CH2:4][CH2:3][CH2:2]1, predict the reactants needed to synthesize it. The reactants are: [NH:1]1[CH2:5][CH2:4][CH2:3][CH2:2]1.C(N(CC)CC)C.[C:13](Cl)(=[O:31])[CH2:14][CH2:15][CH2:16][CH2:17][CH2:18][CH2:19][CH2:20]/[CH:21]=[CH:22]\[CH2:23][CH2:24][CH2:25][CH2:26][CH2:27][CH2:28][CH2:29][CH3:30]. (3) Given the product [NH2:24][C:11]1[C:12]([N:17]2[CH2:22][CH2:21][N:20]([CH3:23])[CH2:19][CH2:18]2)=[CH:13][C:14]([O:15][CH3:16])=[C:9]([NH:8][C:5]2[N:4]=[C:3]([C:25]3[C:33]4[C:28](=[CH:29][CH:30]=[CH:31][CH:32]=4)[NH:27][CH:26]=3)[C:2]([C:68]#[N:69])=[CH:7][N:6]=2)[CH:10]=1, predict the reactants needed to synthesize it. The reactants are: Cl[C:2]1[C:3]([C:25]2[C:33]3[C:28](=[CH:29][CH:30]=[CH:31][CH:32]=3)[NH:27][CH:26]=2)=[N:4][C:5]([NH:8][C:9]2[CH:10]=[C:11]([NH2:24])[C:12]([N:17]3[CH2:22][CH2:21][N:20]([CH3:23])[CH2:19][CH2:18]3)=[CH:13][C:14]=2[O:15][CH3:16])=[N:6][CH:7]=1.C1(P(C2CCCCC2)C2C=CC=CC=2C2C(C(C)C)=CC(C(C)C)=CC=2C(C)C)CCCCC1.[C:68]([Zn]C#N)#[N:69].CC(N(C)C)=O. (4) The reactants are: [F:1][C:2]1[CH:7]=[C:6](B2OC(C)(C)C(C)(C)O2)[CH:5]=[CH:4][C:3]=1[C:17]1[CH:18]=[C:19]2[CH:25]=[CH:24][NH:23][C:20]2=[N:21][CH:22]=1.Br[C:27]1[CH:39]=[CH:38][CH:37]=[CH:36][C:28]=1[O:29][C:30]1[N:35]=[CH:34][CH:33]=[CH:32][N:31]=1. Given the product [F:1][C:2]1[CH:7]=[C:6]([C:27]2[CH:39]=[CH:38][CH:37]=[CH:36][C:28]=2[O:29][C:30]2[N:31]=[CH:32][CH:33]=[CH:34][N:35]=2)[CH:5]=[CH:4][C:3]=1[C:17]1[CH:18]=[C:19]2[CH:25]=[CH:24][NH:23][C:20]2=[N:21][CH:22]=1, predict the reactants needed to synthesize it. (5) Given the product [C:8]1([C:5]2[N:4]=[N:3][C:2]([N:27]3[CH2:38][CH:37]4[CH2:32][N:29]5[CH2:28][CH:35]([CH2:34][CH:31]3[CH2:30]5)[CH2:36]4)=[CH:7][CH:6]=2)[CH:13]=[CH:12][CH:11]=[CH:10][CH:9]=1, predict the reactants needed to synthesize it. The reactants are: Cl[C:2]1[N:3]=[N:4][C:5]([C:8]2[CH:13]=[CH:12][CH:11]=[CH:10][CH:9]=2)=[CH:6][CH:7]=1.[Cl-].C(C1C=CC=C(C(C)C)C=1[N+:27]1[CH:31]=[CH:30][N:29]([C:32]2[C:37]([CH:38](C)C)=[CH:36][CH:35]=[CH:34]C=2C(C)C)[CH:28]=1)(C)C.CC(C)([O-])C.[Na+]. (6) The reactants are: [C:1]([N:9]=[C:10]=[S:11])(=[O:8])[C:2]1[CH:7]=[CH:6][CH:5]=[CH:4][CH:3]=1.[CH2:12]([NH2:15])[CH:13]=[CH2:14]. Given the product [CH2:12]([NH:15][C:10]([NH:9][C:1](=[O:8])[C:2]1[CH:7]=[CH:6][CH:5]=[CH:4][CH:3]=1)=[S:11])[CH:13]=[CH2:14], predict the reactants needed to synthesize it. (7) Given the product [Cl:16][CH:11]([C:5]1[CH:8]=[CH:9][C:2]([F:1])=[CH:3][CH:4]=1)[C:12](=[O:13])[C:23]([O:21][CH3:18])=[O:24], predict the reactants needed to synthesize it. The reactants are: [F:1][C:2]1[CH:9]=[CH:8][C:5](C=O)=[CH:4][CH:3]=1.Cl[CH:11]([Cl:16])[C:12](OC)=[O:13].C[C:18]([O:21]C)(C)C.[CH3:23][O-:24].[Na+]. (8) Given the product [CH:1]([C:4]1[O:5][C:6]([C:9]2[CH:10]=[C:11]([CH:12]=[CH:13][CH:14]=2)[NH2:15])=[N:7][N:8]=1)([CH3:3])[CH3:2], predict the reactants needed to synthesize it. The reactants are: [CH:1]([C:4]1[O:5][C:6]([C:9]2[CH:14]=[CH:13][CH:12]=[C:11]([N+:15]([O-])=O)[CH:10]=2)=[N:7][N:8]=1)([CH3:3])[CH3:2].[Cl-].[NH4+]. (9) Given the product [CH2:1]([CH:8]1[CH2:9][CH2:10][N:11]([C:14](=[O:18])[C:15]([NH:19][C:20]2[CH:27]=[CH:26][CH:25]=[C:22]([C:23]#[N:24])[CH:21]=2)=[O:17])[CH2:12][CH2:13]1)[C:2]1[CH:3]=[CH:4][CH:5]=[CH:6][CH:7]=1, predict the reactants needed to synthesize it. The reactants are: [CH2:1]([CH:8]1[CH2:13][CH2:12][N:11]([C:14](=[O:18])[C:15]([OH:17])=O)[CH2:10][CH2:9]1)[C:2]1[CH:7]=[CH:6][CH:5]=[CH:4][CH:3]=1.[NH2:19][C:20]1[CH:21]=[C:22]([CH:25]=[CH:26][CH:27]=1)[C:23]#[N:24].